This data is from Catalyst prediction with 721,799 reactions and 888 catalyst types from USPTO. The task is: Predict which catalyst facilitates the given reaction. Reactant: [Br:1][C:2]1[CH:7]=[CH:6][C:5]([S:8]([C@@H:11]2[CH2:15][C@@H:14]([C:16](O)=[O:17])[C@H:13]([C:19]([N:21]3[CH2:24][C:23]([F:26])([F:25])[CH2:22]3)=[O:20])[CH2:12]2)(=[O:10])=[O:9])=[C:4]([C:27]([F:30])([F:29])[F:28])[CH:3]=1.C(N(CC)C(C)C)(C)C.C[NH3+].F[P-](F)(F)(F)(F)F.N1(OC(N(C)C)=[N+](C)C)[C:53]2[N:54]=C[CH:56]=[CH:57][C:52]=2[N:51]=N1.F[P-](F)(F)(F)(F)F.C1C(N)(C#N)C1.Cl. Product: [C:53]([C:52]1([NH:51][C:16]([C@@H:14]2[CH2:15][C@@H:11]([S:8]([C:5]3[CH:6]=[CH:7][C:2]([Br:1])=[CH:3][C:4]=3[C:27]([F:29])([F:30])[F:28])(=[O:10])=[O:9])[CH2:12][C@H:13]2[C:19]([N:21]2[CH2:22][C:23]([F:25])([F:26])[CH2:24]2)=[O:20])=[O:17])[CH2:56][CH2:57]1)#[N:54]. The catalyst class is: 10.